This data is from Reaction yield outcomes from USPTO patents with 853,638 reactions. The task is: Predict the reaction yield, written as a fraction of the theoretical maximum amount of product (1.0 means a 100% yield; for example, 0.34 means a 34% yield). (1) The reactants are Br[C:2]1[CH:3]=[C:4]([N:8]2[C:12]3[CH2:13][O:14][CH2:15][C:11]=3[C:10]([C:16]([O:18][CH2:19][CH3:20])=[O:17])=[N:9]2)[CH:5]=[CH:6][CH:7]=1.[C:21]([C@:23]1([OH:30])[CH2:27][CH2:26][N:25]([CH3:28])[C:24]1=[O:29])#[CH:22]. No catalyst specified. The product is [OH:30][C@@:23]1([C:21]#[C:22][C:2]2[CH:3]=[C:4]([N:8]3[C:12]4[CH2:13][O:14][CH2:15][C:11]=4[C:10]([C:16]([O:18][CH2:19][CH3:20])=[O:17])=[N:9]3)[CH:5]=[CH:6][CH:7]=2)[CH2:27][CH2:26][N:25]([CH3:28])[C:24]1=[O:29]. The yield is 0.850. (2) The reactants are Cl[C:2]1[N:7]=[C:6]([O:8][CH3:9])[C:5]([F:10])=[CH:4][N:3]=1.[F:11][C:12]1[CH:13]=[CH:14][C:15]2[N:16]([CH:18]=[CH:19][N:20]=2)[CH:17]=1.COC1C=CN=C(C2N3C=C(C#N)C=CC3=NC=2)N=1. No catalyst specified. The product is [F:11][C:12]1[CH:13]=[CH:14][C:15]2[N:16]([C:18]([C:2]3[N:7]=[C:6]([O:8][CH3:9])[C:5]([F:10])=[CH:4][N:3]=3)=[CH:19][N:20]=2)[CH:17]=1. The yield is 0.100. (3) The reactants are [S:1]([N:11]1[C:15]2=[N:16][CH:17]=[C:18]([NH:20][NH:21][C:22]([C@@H:24]3[CH2:28][CH2:27][C@H:26]([NH:29][C:30](=[O:36])[O:31][C:32]([CH3:35])([CH3:34])[CH3:33])[CH2:25]3)=O)[N:19]=[C:14]2[CH:13]=[CH:12]1)([C:4]1[CH:10]=[CH:9][C:7]([CH3:8])=[CH:6][CH:5]=1)(=[O:3])=[O:2].O=S(Cl)Cl.CCOC(C)=O.O. The catalyst is O1CCOCC1. The product is [C:32]([O:31][C:30](=[O:36])[NH:29][C@H:26]1[CH2:27][CH2:28][C@@H:24]([C:22]2[N:19]3[C:14]4[CH:13]=[CH:12][N:11]([S:1]([C:4]5[CH:10]=[CH:9][C:7]([CH3:8])=[CH:6][CH:5]=5)(=[O:2])=[O:3])[C:15]=4[N:16]=[CH:17][C:18]3=[N:20][N:21]=2)[CH2:25]1)([CH3:34])([CH3:35])[CH3:33]. The yield is 0.850. (4) The reactants are C1(P(C2CCCCC2)C2CCCCC2)CCCCC1.[F-].[Cs+].[CH2:22]([O:29][C:30]1[CH:31]=[CH:32][C:33]2[C:37]([O:38][C:39]3[CH:53]=[CH:52][C:42]([O:43][CH2:44][CH2:45][N:46]4[CH2:51][CH2:50][CH2:49][CH2:48][CH2:47]4)=[CH:41][CH:40]=3)=[C:36]([C:54]3C=CC(S(C)(=O)=O)=C(F)[CH:55]=3)S[C:34]=2[CH:65]=1)C1C=CC=CC=1.B1(B2OCC(C)(C)CO2)OCC(C)(C)CO1.Br[C:83]1[CH:88]=[CH:87][C:86]([S:89]([CH3:92])(=[O:91])=[O:90])=[C:85]([S:93][CH3:94])[CH:84]=1. The catalyst is C(#N)C.CCOC(C)=O.C([O-])(=O)C.[Pd+2].C([O-])(=O)C. The product is [CH3:92][S:89]([C:86]1[CH:87]=[CH:88][C:83]([C:36]2[CH:54]=[CH:55][C:32]3[C:33](=[CH:34][CH:65]=[C:30]([O:29][CH3:22])[CH:31]=3)[C:37]=2[O:38][C:39]2[CH:53]=[CH:52][C:42]([O:43][CH2:44][CH2:45][N:46]3[CH2:47][CH2:48][CH2:49][CH2:50][CH2:51]3)=[CH:41][CH:40]=2)=[CH:84][C:85]=1[S:93][CH3:94])(=[O:91])=[O:90]. The yield is 0.640.